Dataset: Forward reaction prediction with 1.9M reactions from USPTO patents (1976-2016). Task: Predict the product of the given reaction. (1) Given the reactants [Cl:1][C:2]1[C:3]([CH3:29])=[C:4](/[N:10]=[C:11]2\[N:12]([C:27]#[N:28])[CH2:13][C@@H:14]3[C@H:18]([O:19][Si](C(C)(C)C)(C)C)[CH2:17][CH2:16][N:15]\23)[CH:5]=[CH:6][C:7]=1[C:8]#[N:9].N1C=CC=CC=1.C1C[O:39]CC1, predict the reaction product. The product is: [Cl:1][C:2]1[C:3]([CH3:29])=[C:4](/[N:10]=[C:11]2\[N:12]([C:27]([NH2:28])=[O:39])[CH2:13][C@@H:14]3[C@H:18]([OH:19])[CH2:17][CH2:16][N:15]\23)[CH:5]=[CH:6][C:7]=1[C:8]#[N:9]. (2) Given the reactants [Cl:1][C:2]1[CH:3]=[C:4]([CH:18]=[CH:19][C:20]=1[CH:21]([CH3:37])[C:22]([C:28]1[CH:33]=[C:32]([CH3:34])[C:31](=[O:35])[N:30]([CH3:36])[CH:29]=1)([OH:27])[C:23]([F:26])([F:25])[F:24])[O:5][C:6]1[CH:13]=[CH:12][C:9]([CH:10]=[O:11])=[CH:8][C:7]=1[C:14]([F:17])([F:16])[F:15].Cl([O-])=[O:39].[Na+], predict the reaction product. The product is: [Cl:1][C:2]1[CH:3]=[C:4]([CH:18]=[CH:19][C:20]=1[CH:21]([CH3:37])[C:22]([C:28]1[CH:33]=[C:32]([CH3:34])[C:31](=[O:35])[N:30]([CH3:36])[CH:29]=1)([OH:27])[C:23]([F:26])([F:24])[F:25])[O:5][C:6]1[CH:13]=[CH:12][C:9]([C:10]([OH:39])=[O:11])=[CH:8][C:7]=1[C:14]([F:17])([F:15])[F:16]. (3) The product is: [C:22]([O:26][C:27](=[O:51])[C:28]1[CH:33]=[C:32]([OH:34])[CH:31]=[C:30]([C:42]2[CH:50]=[CH:49][C:45]3[O:46][CH2:47][O:48][C:44]=3[CH:43]=2)[CH:29]=1)([CH3:25])([CH3:23])[CH3:24]. Given the reactants C(OC(C1C=C(C2C=CC=C(F)C=2)C=C(O)C=1)=O)(C)(C)C.[C:22]([O:26][C:27](=[O:51])[C:28]1[CH:33]=[C:32]([O:34]CC2C=CC=CC=2)[CH:31]=[C:30]([C:42]2[CH:50]=[CH:49][C:45]3[O:46][CH2:47][O:48][C:44]=3[CH:43]=2)[CH:29]=1)([CH3:25])([CH3:24])[CH3:23], predict the reaction product. (4) The product is: [NH:1]1[C:9]2[CH2:8][CH2:7][N:6]([C:20]([N:22]3[CH2:26][C@H:25]4[CH2:27][N:28]([C:30]([O:32][C:33]([CH3:36])([CH3:35])[CH3:34])=[O:31])[CH2:29][C@@H:24]4[CH2:23]3)=[O:21])[CH2:5][C:4]=2[N:3]=[N:2]1. Given the reactants [NH:1]1[C:9]2[CH2:8][CH2:7][NH:6][CH2:5][C:4]=2[N:3]=[N:2]1.C(N(CC)C(C)C)(C)C.Cl[C:20]([N:22]1[CH2:26][C@H:25]2[CH2:27][N:28]([C:30]([O:32][C:33]([CH3:36])([CH3:35])[CH3:34])=[O:31])[CH2:29][C@@H:24]2[CH2:23]1)=[O:21], predict the reaction product. (5) Given the reactants [CH3:1][O:2][C:3]1[CH:4]=[C:5]([CH:29]=[CH:30][CH:31]=1)[O:6][C:7]1[CH:8]=[C:9]2[C:14](=[CH:15][CH:16]=1)[N:13]1[C:17](=[O:20])[O:18][N:19]=[C:12]1[C@@H:11]([NH:21]C(=O)OC(C)(C)C)[CH2:10]2.[ClH:32], predict the reaction product. The product is: [ClH:32].[NH2:21][C@H:11]1[CH2:10][C:9]2[C:14](=[CH:15][CH:16]=[C:7]([O:6][C:5]3[CH:29]=[CH:30][CH:31]=[C:3]([O:2][CH3:1])[CH:4]=3)[CH:8]=2)[N:13]2[C:17](=[O:20])[O:18][N:19]=[C:12]12. (6) Given the reactants Br[C:2]1[S:25][C:5]2[CH2:6][CH2:7][C:8]3[CH:9]=[N:10][C:11]([NH:14][C:15]4[CH:16]=[C:17]([S:21]([NH2:24])(=[O:23])=[O:22])[CH:18]=[CH:19][CH:20]=4)=[N:12][C:13]=3[C:4]=2[CH:3]=1.[C:26]1(B(O)O)[CH:31]=[CH:30][CH:29]=[CH:28][CH:27]=1.C([O-])([O-])=O.[Na+].[Na+].CCO.O, predict the reaction product. The product is: [C:26]1([C:2]2[S:25][C:5]3[CH2:6][CH2:7][C:8]4[CH:9]=[N:10][C:11]([NH:14][C:15]5[CH:16]=[C:17]([S:21]([NH2:24])(=[O:23])=[O:22])[CH:18]=[CH:19][CH:20]=5)=[N:12][C:13]=4[C:4]=3[CH:3]=2)[CH:31]=[CH:30][CH:29]=[CH:28][CH:27]=1.